This data is from Forward reaction prediction with 1.9M reactions from USPTO patents (1976-2016). The task is: Predict the product of the given reaction. (1) Given the reactants Cl[CH2:2][CH2:3][O:4][C:5]1[C:13]2[C:8](=[N:9][CH:10]=[N:11][C:12]=2[NH:14][C:15]2[CH:20]=[CH:19][C:18]([O:21][CH2:22][C:23]3[CH:28]=[CH:27][CH:26]=[CH:25][N:24]=3)=[C:17]([Cl:29])[CH:16]=2)[NH:7][N:6]=1.[CH2:30]([CH2:32][NH2:33])[OH:31], predict the reaction product. The product is: [Cl:29][C:17]1[CH:16]=[C:15]([NH:14][C:12]2[N:11]=[CH:10][N:9]=[C:8]3[NH:7][N:6]=[C:5]([O:4][CH2:3][CH2:2][NH:33][CH2:32][CH2:30][OH:31])[C:13]=23)[CH:20]=[CH:19][C:18]=1[O:21][CH2:22][C:23]1[CH:28]=[CH:27][CH:26]=[CH:25][N:24]=1. (2) Given the reactants [NH:1](C(OC(C)(C)C)=O)[C@H:2]([C:25]([OH:27])=O)[CH2:3][CH2:4][CH2:5][CH2:6][NH:7]C(OCC1C2C(=CC=CC=2)C2C1=CC=CC=2)=O.O[N:36]1C2C=CC=CC=2N=N1.C(N=C=NC(C)C)(C)C.C(N(C(C)C)C(C)C)C.[C:63]([C:66]1[CH:74]=[CH:73][C:69]([C:70]([OH:72])=O)=[CH:68][CH:67]=1)(=[O:65])[CH3:64], predict the reaction product. The product is: [C:63]([C:66]1[CH:67]=[CH:68][C:69]([C:70]([NH:7][CH2:6][CH2:5][CH2:4][CH2:3][C@H:2]([NH2:1])[C:25](=[O:27])[NH2:36])=[O:72])=[CH:73][CH:74]=1)(=[O:65])[CH3:64]. (3) Given the reactants [CH3:1][O:2][C:3]1[CH:8]=[CH:7][C:6]([N+:9]([O-])=O)=[CH:5][C:4]=1[NH:12][C:13]1[N:18]=[C:17]2[N:19]([CH:23]3[CH2:28][CH2:27][CH2:26][CH2:25][O:24]3)[N:20]=[C:21]([CH3:22])[C:16]2=[C:15]([NH:29][C:30]2[CH:39]=[CH:38][CH:37]=[CH:36][C:31]=2[C:32]([NH:34][CH3:35])=[O:33])[N:14]=1, predict the reaction product. The product is: [NH2:9][C:6]1[CH:7]=[CH:8][C:3]([O:2][CH3:1])=[C:4]([NH:12][C:13]2[N:18]=[C:17]3[N:19]([CH:23]4[CH2:28][CH2:27][CH2:26][CH2:25][O:24]4)[N:20]=[C:21]([CH3:22])[C:16]3=[C:15]([NH:29][C:30]3[CH:39]=[CH:38][CH:37]=[CH:36][C:31]=3[C:32]([NH:34][CH3:35])=[O:33])[N:14]=2)[CH:5]=1. (4) Given the reactants [CH3:1][O:2][C:3](=[O:15])[C:4]1[CH:9]=[CH:8][CH:7]=[C:6]([C:10](=O)[CH:11](Br)[CH3:12])[CH:5]=1.C(C([O:22][CH2:23][C:24]([NH2:26])=[S:25])=O)(C)(C)C, predict the reaction product. The product is: [CH3:1][O:2][C:3](=[O:15])[C:4]1[CH:9]=[CH:8][CH:7]=[C:6]([C:10]2[N:26]=[C:24]([CH2:23][OH:22])[S:25][C:11]=2[CH3:12])[CH:5]=1. (5) Given the reactants [Br-].[C:2]1(C([PH3+])(C2C=CC=CC=2)C2C=CC=CC=2)C=CC=CC=1.C([Li])CCC.[Br:27][C:28]1[CH:29]=[C:30]([NH:36][C:37](=[O:43])[O:38][C:39]([CH3:42])([CH3:41])[CH3:40])[CH:31]=[C:32]([CH:34]=O)[CH:33]=1, predict the reaction product. The product is: [Br:27][C:28]1[CH:29]=[C:30]([NH:36][C:37](=[O:43])[O:38][C:39]([CH3:42])([CH3:41])[CH3:40])[CH:31]=[C:32]([CH:34]=[CH2:2])[CH:33]=1.